Dataset: Forward reaction prediction with 1.9M reactions from USPTO patents (1976-2016). Task: Predict the product of the given reaction. (1) Given the reactants [Cl:1][C:2]1[N:7]=[C:6](Cl)[CH:5]=[C:4]([CH2:9][S:10]([C:13]2[CH:18]=[CH:17][CH:16]=[CH:15][CH:14]=2)(=[O:12])=[O:11])[N:3]=1.C(N(CC)CC)C.[CH3:26][C@H:27]1[CH2:32][O:31][CH2:30][CH2:29][NH:28]1, predict the reaction product. The product is: [Cl:1][C:2]1[N:7]=[C:6]([N:28]2[CH2:29][CH2:30][O:31][CH2:32][C@@H:27]2[CH3:26])[CH:5]=[C:4]([CH2:9][S:10]([C:13]2[CH:18]=[CH:17][CH:16]=[CH:15][CH:14]=2)(=[O:12])=[O:11])[N:3]=1. (2) Given the reactants [CH3:1][C:2]1([CH3:33])[C:6]([CH3:8])([CH3:7])[O:5][B:4]([C:9]2[CH2:14][CH2:13][CH2:12][CH2:11][C:10]=2[C:15]2[CH:20]=[C:19](C(F)(F)F)[CH:18]=[CH:17][C:16]=2[O:25][CH2:26]C2C=CC=CC=2)[O:3]1.FC(F)(F)S(OC1CCCCC=1C1C=C([Cl:52])C=CC=1OC)(=O)=O.FC(F)(F)S(OC1CCCCC=1)(=O)=O, predict the reaction product. The product is: [Cl:52][C:19]1[CH:18]=[CH:17][C:16]([O:25][CH3:26])=[C:15]([C:10]2[CH2:11][CH2:12][CH2:13][CH2:14][C:9]=2[B:4]2[O:3][C:2]([CH3:33])([CH3:1])[C:6]([CH3:8])([CH3:7])[O:5]2)[CH:20]=1. (3) Given the reactants Cl[C:2]1[C:11]2[C:6](=[CH:7][C:8]([O:14][CH2:15][CH2:16][CH2:17][N:18]3[CH2:22][CH2:21][CH2:20][CH2:19]3)=[C:9]([C:12]#[N:13])[CH:10]=2)[N:5]=[CH:4][CH:3]=1.[F:23][C:24]1[CH:32]=[C:31]2[C:27]([CH:28]=[CH:29][NH:30]2)=[CH:26][C:25]=1[OH:33], predict the reaction product. The product is: [C:12]([C:9]1[CH:10]=[C:11]2[C:6](=[CH:7][C:8]=1[O:14][CH2:15][CH2:16][CH2:17][N:18]1[CH2:22][CH2:21][CH2:20][CH2:19]1)[N:5]=[CH:4][CH:3]=[C:2]2[O:33][C:25]1[CH:26]=[C:27]2[C:31](=[CH:32][C:24]=1[F:23])[NH:30][CH:29]=[CH:28]2)#[N:13].